From a dataset of Forward reaction prediction with 1.9M reactions from USPTO patents (1976-2016). Predict the product of the given reaction. (1) Given the reactants Br[C:2]1[C:28]([F:29])=[CH:27][C:5]2[O:6][C:7]3[CH:25]=[C:24]([F:26])[CH:23]=[CH:22][C:8]=3[C@H:9]3[C@H:14]([NH:15][C:16](=[O:21])[C:17]([F:20])([F:19])[F:18])[CH2:13][CH2:12][CH2:11][N:10]3[C:4]=2[CH:3]=1.[C:30]([Cu])#[N:31].CN1C(=O)CCC1.O, predict the reaction product. The product is: [C:30]([C:2]1[C:28]([F:29])=[CH:27][C:5]2[O:6][C:7]3[CH:25]=[C:24]([F:26])[CH:23]=[CH:22][C:8]=3[C@H:9]3[C@H:14]([NH:15][C:16](=[O:21])[C:17]([F:20])([F:18])[F:19])[CH2:13][CH2:12][CH2:11][N:10]3[C:4]=2[CH:3]=1)#[N:31]. (2) The product is: [CH2:12]([C:16]1[CH:25]=[CH:24][CH:23]=[C:22]2[C:17]=1[CH:18]=[CH:19][CH:20]=[N+:21]2[O-:6])[CH:13]([CH3:15])[CH3:14]. Given the reactants ClC1C=C(C=CC=1)C(OO)=[O:6].[CH2:12]([C:16]1[CH:25]=[CH:24][CH:23]=[C:22]2[C:17]=1[CH:18]=[CH:19][CH:20]=[N:21]2)[CH:13]([CH3:15])[CH3:14], predict the reaction product. (3) Given the reactants [H-].[Na+].[OH:3][CH:4]1[CH2:9][CH2:8][CH:7]([NH:10][C:11](=[O:17])[O:12][C:13]([CH3:16])([CH3:15])[CH3:14])[CH2:6][CH2:5]1.Cl[C:19]1[C:20]2[C:21]3[C@H:22]([CH2:32][C:33]([O:35][CH2:36][CH3:37])=[O:34])[CH2:23][CH2:24][CH2:25][C:26]=3[S:27][C:28]=2[N:29]=[CH:30][N:31]=1, predict the reaction product. The product is: [C:13]([O:12][C:11]([NH:10][CH:7]1[CH2:8][CH2:9][CH:4]([O:3][C:19]2[C:20]3[C:21]4[C@H:22]([CH2:32][C:33]([O:35][CH2:36][CH3:37])=[O:34])[CH2:23][CH2:24][CH2:25][C:26]=4[S:27][C:28]=3[N:29]=[CH:30][N:31]=2)[CH2:5][CH2:6]1)=[O:17])([CH3:14])([CH3:16])[CH3:15]. (4) Given the reactants [Cl:1][C:2]1[C:34]([CH3:35])=[CH:33][C:5]([O:6][CH2:7][CH2:8][CH2:9][C:10]2[C:18]3[C:13](=[C:14]([C:19]4[C:20]([CH3:26])=[N:21][N:22]([CH3:25])[C:23]=4[CH3:24])[CH:15]=[CH:16][CH:17]=3)[N:12]([CH2:27][CH2:28][C:29](O)=[O:30])[C:11]=2[CH3:32])=[CH:4][C:3]=1[CH3:36].[N+:37]([C:40]1[CH:41]=[C:42]([S:46]([NH2:49])(=[O:48])=[O:47])[CH:43]=[CH:44][CH:45]=1)([O-:39])=[O:38], predict the reaction product. The product is: [Cl:1][C:2]1[C:34]([CH3:35])=[CH:33][C:5]([O:6][CH2:7][CH2:8][CH2:9][C:10]2[C:18]3[C:13](=[C:14]([C:19]4[C:20]([CH3:26])=[N:21][N:22]([CH3:25])[C:23]=4[CH3:24])[CH:15]=[CH:16][CH:17]=3)[N:12]([CH2:27][CH2:28][C:29]([NH:49][S:46]([C:42]3[CH:43]=[CH:44][CH:45]=[C:40]([N+:37]([O-:39])=[O:38])[CH:41]=3)(=[O:48])=[O:47])=[O:30])[C:11]=2[CH3:32])=[CH:4][C:3]=1[CH3:36]. (5) Given the reactants [NH:1]1[CH2:4][CH2:3][CH2:2]1.[CH3:5][N:6]1[C:10]([C:11](=[O:27])[NH:12][C:13]2[CH:14]=[CH:15][C:16]3[N:17]([N:19]=[C:20]([C:22]4[N:23]=[CH:24][S:25][CH:26]=4)[N:21]=3)[CH:18]=2)=[C:9]([C:28](O)=[O:29])[CH:8]=[N:7]1, predict the reaction product. The product is: [N:1]1([C:28]([C:9]2[CH:8]=[N:7][N:6]([CH3:5])[C:10]=2[C:11]([NH:12][C:13]2[CH:14]=[CH:15][C:16]3[N:17]([N:19]=[C:20]([C:22]4[N:23]=[CH:24][S:25][CH:26]=4)[N:21]=3)[CH:18]=2)=[O:27])=[O:29])[CH2:4][CH2:3][CH2:2]1.